Dataset: Peptide-MHC class I binding affinity with 185,985 pairs from IEDB/IMGT. Task: Regression. Given a peptide amino acid sequence and an MHC pseudo amino acid sequence, predict their binding affinity value. This is MHC class I binding data. (1) The peptide sequence is AQSYLRNFL. The MHC is HLA-A02:06 with pseudo-sequence HLA-A02:06. The binding affinity (normalized) is 0.730. (2) The peptide sequence is MSMGDIITY. The MHC is HLA-A11:01 with pseudo-sequence HLA-A11:01. The binding affinity (normalized) is 0.840. (3) The peptide sequence is AALEGLSGF. The MHC is HLA-A02:12 with pseudo-sequence HLA-A02:12. The binding affinity (normalized) is 0.0847.